Dataset: Forward reaction prediction with 1.9M reactions from USPTO patents (1976-2016). Task: Predict the product of the given reaction. Given the reactants [C:1]([O:5][C:6](=[O:19])[N:7]([CH2:9][CH2:10][CH2:11][CH2:12][CH2:13][CH2:14][CH2:15][CH2:16][CH2:17][OH:18])[CH3:8])([CH3:4])([CH3:3])[CH3:2].[CH3:20][S:21](Cl)(=[O:23])=[O:22], predict the reaction product. The product is: [C:1]([O:5][C:6]([N:7]([CH3:8])[CH2:9][CH2:10][CH2:11][CH2:12][CH2:13][CH2:14][CH2:15][CH2:16][CH2:17][O:18][S:21]([CH3:20])(=[O:23])=[O:22])=[O:19])([CH3:4])([CH3:2])[CH3:3].